This data is from Peptide-MHC class II binding affinity with 134,281 pairs from IEDB. The task is: Regression. Given a peptide amino acid sequence and an MHC pseudo amino acid sequence, predict their binding affinity value. This is MHC class II binding data. (1) The peptide sequence is VKLYRKLKREITFHGAKEIA. The MHC is DRB1_0401 with pseudo-sequence DRB1_0401. The binding affinity (normalized) is 0.486. (2) The MHC is DRB1_1501 with pseudo-sequence DRB1_1501. The binding affinity (normalized) is 0.477. The peptide sequence is KLSQELHKLQTYPRT. (3) The peptide sequence is GDLYIFESRAICKYA. The MHC is HLA-DQA10102-DQB10502 with pseudo-sequence HLA-DQA10102-DQB10502. The binding affinity (normalized) is 0.295. (4) The peptide sequence is RTLNKIVYIKPAKNI. The MHC is HLA-DQA10102-DQB10602 with pseudo-sequence HLA-DQA10102-DQB10602. The binding affinity (normalized) is 0.625.